Dataset: Reaction yield outcomes from USPTO patents with 853,638 reactions. Task: Predict the reaction yield, written as a fraction of the theoretical maximum amount of product (1.0 means a 100% yield; for example, 0.34 means a 34% yield). (1) The reactants are [F:1][C:2]1[CH:7]=[CH:6][C:5]([CH:8]([C:13]2[CH:18]=[CH:17][C:16]([F:19])=[CH:15][CH:14]=2)[C:9]([NH:11][CH3:12])=O)=[CH:4][CH:3]=1.B(F)(F)F.CCOCC. The catalyst is O1CCCC1. The product is [F:1][C:2]1[CH:7]=[CH:6][C:5]([CH:8]([C:13]2[CH:14]=[CH:15][C:16]([F:19])=[CH:17][CH:18]=2)[CH2:9][NH:11][CH3:12])=[CH:4][CH:3]=1. The yield is 0.930. (2) The reactants are [C:1]1([N:7]2[C:11]3[CH2:12][N:13](C(OC(C)(C)C)=O)[CH2:14][CH2:15][C:10]=3[N:9]=[CH:8]2)[CH:6]=[CH:5][CH:4]=[CH:3][CH:2]=1.Cl.O1CCOCC1.C(OCC)(=O)C. The catalyst is O1CCOCC1. The product is [C:1]1([N:7]2[C:11]3[CH2:12][NH:13][CH2:14][CH2:15][C:10]=3[N:9]=[CH:8]2)[CH:2]=[CH:3][CH:4]=[CH:5][CH:6]=1. The yield is 1.00. (3) The catalyst is [Pt]. The product is [Cl:21][C:15]1[CH:16]=[C:17]([Cl:20])[CH:18]=[CH:19][C:14]=1[C:13]1[C:7]2[O:6][CH:5]([CH2:4][NH2:1])[CH2:9][C:8]=2[CH:10]=[CH:11][CH:12]=1. The yield is 0.720. The reactants are [N:1]([CH2:4][CH:5]1[CH2:9][C:8]2[CH:10]=[CH:11][CH:12]=[C:13]([C:14]3[CH:19]=[CH:18][C:17]([Cl:20])=[CH:16][C:15]=3[Cl:21])[C:7]=2[O:6]1)=[N+]=[N-]. (4) The reactants are C[O:2][C:3](=O)[C@H:4]([CH2:6][C:7]1[CH:12]=[CH:11][CH:10]=[CH:9][CH:8]=1)[NH2:5].[CH3:14][NH2:15]. No catalyst specified. The product is [CH3:14][NH:15][C:3](=[O:2])[C@H:4]([CH2:6][C:7]1[CH:12]=[CH:11][CH:10]=[CH:9][CH:8]=1)[NH2:5]. The yield is 0.820. (5) The reactants are [F:1][C:2]1[CH:7]=[CH:6][CH:5]=[C:4]([F:8])[C:3]=1[N:9]1[C:14]2[N:15]=[C:16](S(C)(=O)=O)[N:17]=[C:18]([C:19]3[CH:24]=[CH:23][C:22]([F:25])=[CH:21][C:20]=3[CH3:26])[C:13]=2[CH:12]=[CH:11][C:10]1=[O:31].[NH2:32][CH:33]([CH2:36][OH:37])[CH2:34][OH:35].O.CCOCC. The catalyst is CN1CCCC1=O.CCOC(C)=O. The product is [F:1][C:2]1[CH:7]=[CH:6][CH:5]=[C:4]([F:8])[C:3]=1[N:9]1[C:14]2[N:15]=[C:16]([NH:32][CH:33]([CH2:36][OH:37])[CH2:34][OH:35])[N:17]=[C:18]([C:19]3[CH:24]=[CH:23][C:22]([F:25])=[CH:21][C:20]=3[CH3:26])[C:13]=2[CH:12]=[CH:11][C:10]1=[O:31]. The yield is 0.920. (6) The reactants are [CH2:1]([N:8]1[CH2:13][CH2:12][P:11](=[O:25])([C:14]2[CH:19]=[CH:18][C:17]([N+:20]([O-])=O)=[C:16]([O:23][CH3:24])[CH:15]=2)[CH2:10][CH2:9]1)[C:2]1[CH:7]=[CH:6][CH:5]=[CH:4][CH:3]=1.C(O)C.Cl. The catalyst is [Fe].O. The product is [CH2:1]([N:8]1[CH2:9][CH2:10][P:11]([C:14]2[CH:19]=[CH:18][C:17]([NH2:20])=[C:16]([O:23][CH3:24])[CH:15]=2)(=[O:25])[CH2:12][CH2:13]1)[C:2]1[CH:7]=[CH:6][CH:5]=[CH:4][CH:3]=1. The yield is 0.420. (7) The reactants are [OH:1][C:2]1[CH:3]=[C:4]([CH:9]=[C:10]([O:13][CH3:14])[C:11]=1[OH:12])[C:5]([O:7][CH3:8])=[O:6].[C:15]([O-])([O-])=O.[K+].[K+]. The catalyst is CC(C)=O. The product is [CH3:14][O:13][C:10]1[C:11]2[O:12][CH2:15][O:1][C:2]=2[CH:3]=[C:4]([C:5]([O:7][CH3:8])=[O:6])[CH:9]=1. The yield is 0.800. (8) The reactants are [CH3:1][O:2][C:3]1[CH:17]=[C:16]([N+:18]([O-])=O)[CH:15]=[CH:14][C:4]=1[O:5][CH2:6][C:7]([N:9]1[CH2:13][CH2:12][CH2:11][CH2:10]1)=[O:8]. The catalyst is CCO. The product is [NH2:18][C:16]1[CH:15]=[CH:14][C:4]([O:5][CH2:6][C:7]([N:9]2[CH2:13][CH2:12][CH2:11][CH2:10]2)=[O:8])=[C:3]([O:2][CH3:1])[CH:17]=1. The yield is 0.850. (9) The reactants are COC(=O)CC1CCN(C(OC(C)(C)C)=O)CC1.C(C1C=NC=CC=1[CH2:27][C:28]([CH3:33])([CH3:32])[C:29]([NH2:31])=[O:30])=O.[OH:34][CH:35]([C:54]1[C:55](NC(=O)C(C)(C)C)=[N:56][CH:57]=[CH:58][CH:59]=1)[CH:36]([CH:41]1[CH2:46][CH2:45][N:44]([C:47]([O:49][C:50]([CH3:53])([CH3:52])[CH3:51])=[O:48])[CH2:43][CH2:42]1)[C:37]([O:39][CH3:40])=[O:38]. No catalyst specified. The product is [OH:34][CH:35]([C:54]1[CH:55]=[N:56][CH:57]=[CH:58][C:59]=1[NH:31][C:29](=[O:30])[C:28]([CH3:33])([CH3:32])[CH3:27])[CH:36]([CH:41]1[CH2:42][CH2:43][N:44]([C:47]([O:49][C:50]([CH3:51])([CH3:53])[CH3:52])=[O:48])[CH2:45][CH2:46]1)[C:37]([O:39][CH3:40])=[O:38]. The yield is 0.540. (10) The reactants are [Br:1][C:2]1[CH:7]=[CH:6][C:5]([NH:8][C:9](=[NH:19])[C:10]2[CH:15]=[CH:14][CH:13]=[CH:12][C:11]=2[CH:16]([CH3:18])[CH3:17])=[CH:4][CH:3]=1.Br[CH2:21][C:22](=O)[C:23]([O:25][CH2:26][CH3:27])=[O:24].C(=O)(O)[O-].[Na+]. The catalyst is C(O)(C)C. The product is [CH2:26]([O:25][C:23]([C:22]1[N:19]=[C:9]([C:10]2[CH:15]=[CH:14][CH:13]=[CH:12][C:11]=2[CH:16]([CH3:17])[CH3:18])[N:8]([C:5]2[CH:6]=[CH:7][C:2]([Br:1])=[CH:3][CH:4]=2)[CH:21]=1)=[O:24])[CH3:27]. The yield is 0.750.